Dataset: Full USPTO retrosynthesis dataset with 1.9M reactions from patents (1976-2016). Task: Predict the reactants needed to synthesize the given product. (1) Given the product [Br:1][C:2]1[C:3]([CH3:11])=[C:4]([CH:9]=[O:10])[S:5][C:6]=1[CH2:7][CH3:8], predict the reactants needed to synthesize it. The reactants are: [Br:1][C:2]1[C:3]([CH3:11])=[C:4]([CH:9]=[O:10])[S:5][C:6]=1[C:7]#[CH:8]. (2) Given the product [Cl:8][C:9]1[CH:10]=[C:11]([C@H:12]([NH:13][S@:14]([C:16]([CH3:19])([CH3:18])[CH3:17])=[O:15])[CH2:2][C:3]([O:5][CH2:6][CH3:7])=[O:4])[CH:20]=[CH:21][CH:22]=1, predict the reactants needed to synthesize it. The reactants are: Br[CH2:2][C:3]([O:5][CH2:6][CH3:7])=[O:4].[Cl:8][C:9]1[CH:10]=[C:11]([CH:20]=[CH:21][CH:22]=1)/[CH:12]=[N:13]/[S@:14]([C:16]([CH3:19])([CH3:18])[CH3:17])=[O:15].